This data is from Reaction yield outcomes from USPTO patents with 853,638 reactions. The task is: Predict the reaction yield, written as a fraction of the theoretical maximum amount of product (1.0 means a 100% yield; for example, 0.34 means a 34% yield). The reactants are C([O-])([O-])=O.[Cs+].[Cs+].[C:7]([C:11]1[CH:16]=[CH:15][C:14](Cl)=[CH:13][CH:12]=1)([CH3:10])([CH3:9])[CH3:8].[C:18]1([C:24]#[CH:25])[CH:23]=[CH:22][CH:21]=[CH:20][CH:19]=1.C(#N)C. The catalyst is CCOC(C)=O. The product is [C:7]([C:11]1[CH:16]=[CH:15][C:14]([C:25]#[C:24][C:18]2[CH:23]=[CH:22][CH:21]=[CH:20][CH:19]=2)=[CH:13][CH:12]=1)([CH3:10])([CH3:9])[CH3:8]. The yield is 0.910.